Dataset: Catalyst prediction with 721,799 reactions and 888 catalyst types from USPTO. Task: Predict which catalyst facilitates the given reaction. (1) Reactant: [O:1]=[S:2]1(=[O:32])[C:8]2[CH:9]=[CH:10][CH:11]=[CH:12][C:7]=2[CH2:6][N:5]([C:13]2[CH:22]=[C:21]([NH:23][CH2:24][CH:25]([OH:30])[CH2:26][C:27](O)=[O:28])[C:20]3[C:15](=[CH:16][CH:17]=[C:18]([CH3:31])[CH:19]=3)[N:14]=2)[CH2:4][CH2:3]1.[BH4-].[Na+].II. Product: [O:32]=[S:2]1(=[O:1])[C:8]2[CH:9]=[CH:10][CH:11]=[CH:12][C:7]=2[CH2:6][N:5]([C:13]2[CH:22]=[C:21]([NH:23][CH2:24][CH:25]([OH:30])[CH2:26][CH2:27][OH:28])[C:20]3[C:15](=[CH:16][CH:17]=[C:18]([CH3:31])[CH:19]=3)[N:14]=2)[CH2:4][CH2:3]1. The catalyst class is: 30. (2) Reactant: [NH2:1][C:2]1[CH:7]=[CH:6][CH:5]=[CH:4][C:3]=1[NH:8][CH:9]1[CH2:14][CH2:13][N:12]([C:15]([O:17][CH2:18][C@@H:19]([N:21]([CH2:29][C:30]2[CH:35]=[CH:34][CH:33]=[CH:32][CH:31]=2)[CH2:22][C:23]2[CH:28]=[CH:27][CH:26]=[CH:25][CH:24]=2)[CH3:20])=[O:16])[CH2:11][CH2:10]1.[N:36]1(C(N2C=CN=C2)=N)C=CN=[CH:37]1. Product: [NH2:36][C:37]1[N:8]([CH:9]2[CH2:10][CH2:11][N:12]([C:15]([O:17][CH2:18][C@@H:19]([N:21]([CH2:29][C:30]3[CH:31]=[CH:32][CH:33]=[CH:34][CH:35]=3)[CH2:22][C:23]3[CH:28]=[CH:27][CH:26]=[CH:25][CH:24]=3)[CH3:20])=[O:16])[CH2:13][CH2:14]2)[C:3]2[CH:4]=[CH:5][CH:6]=[CH:7][C:2]=2[N:1]=1. The catalyst class is: 1.